Dataset: Full USPTO retrosynthesis dataset with 1.9M reactions from patents (1976-2016). Task: Predict the reactants needed to synthesize the given product. (1) Given the product [CH3:67][C:44]1([CH3:68])[S:43][C:47]([C:49]2[NH:50][C:51]3[C:56]([CH:57]=2)=[CH:55][CH:54]=[CH:53][C:52]=3[NH:58][S:59]([C:62]2[S:63][CH:64]=[CH:65][CH:66]=2)(=[O:61])=[O:60])=[N:46][CH2:45]1, predict the reactants needed to synthesize it. The reactants are: C1(P(=O)(C2C=CC=CC=2)C2C=CC=CC=2)C=CC=CC=1.FC(F)(F)S(OS(C(F)(F)F)(=O)=O)(=O)=O.C([S:43][C:44]([CH3:68])([CH3:67])[CH2:45][NH:46][C:47]([C:49]1[NH:50][C:51]2[C:56]([CH:57]=1)=[CH:55][CH:54]=[CH:53][C:52]=2[NH:58][S:59]([C:62]1[S:63][CH:64]=[CH:65][CH:66]=1)(=[O:61])=[O:60])=O)C1C=CC=CC=1. (2) The reactants are: [CH3:1][NH:2][CH2:3][CH2:4][CH2:5][Si:6]([O:11][CH3:12])([O:9][CH3:10])[O:7][CH3:8].[CH:13]1([N:19]=[C:20]=[N:21][CH:22]2[CH2:27][CH2:26][CH2:25][CH2:24][CH2:23]2)[CH2:18][CH2:17][CH2:16][CH2:15][CH2:14]1.N=C=N. Given the product [CH:22]1([N:21]=[C:20]([NH:19][CH:13]2[CH2:14][CH2:15][CH2:16][CH2:17][CH2:18]2)[N:2]([CH3:1])[CH2:3][CH2:4][CH2:5][Si:6]([O:11][CH3:12])([O:7][CH3:8])[O:9][CH3:10])[CH2:27][CH2:26][CH2:25][CH2:24][CH2:23]1, predict the reactants needed to synthesize it. (3) Given the product [CH:28]([C:31]1[N:35]([CH:36]2[CH2:41][CH2:40][N:39]([CH2:18][CH2:19][C@@H:20]([C:21]3[CH:22]=[CH:23][CH:24]=[CH:25][CH:26]=3)[OH:27])[CH2:38][CH2:37]2)[C:34]([CH3:42])=[N:33][N:32]=1)([CH3:30])[CH3:29], predict the reactants needed to synthesize it. The reactants are: C(=O)([O-])[O-].[K+].[K+].CC1C=CC(S(O[CH2:18][CH2:19][C@H:20]([OH:27])[C:21]2[CH:26]=[CH:25][CH:24]=[CH:23][CH:22]=2)(=O)=O)=CC=1.[CH:28]([C:31]1[N:35]([CH:36]2[CH2:41][CH2:40][NH:39][CH2:38][CH2:37]2)[C:34]([CH3:42])=[N:33][N:32]=1)([CH3:30])[CH3:29]. (4) Given the product [C:1]([O:5][C:6]([CH:7]1[CH:23]([C:19]2[CH:20]=[CH:21][CH:22]=[C:17]([Cl:16])[CH:18]=2)[C:24]([C:27]2[CH:28]=[CH:29][C:30]([Cl:33])=[CH:31][CH:32]=2)([C:25]#[N:26])[CH:9]([CH2:10][C:11]([CH3:14])([CH3:13])[CH3:12])[NH:8]1)=[O:15])([CH3:4])([CH3:3])[CH3:2], predict the reactants needed to synthesize it. The reactants are: [C:1]([O:5][C:6](=[O:15])[CH2:7]/[N:8]=[CH:9]/[CH2:10][C:11]([CH3:14])([CH3:13])[CH3:12])([CH3:4])([CH3:3])[CH3:2].[Cl:16][C:17]1[CH:18]=[C:19](/[CH:23]=[C:24](/[C:27]2[CH:32]=[CH:31][C:30]([Cl:33])=[CH:29][CH:28]=2)\[C:25]#[N:26])[CH:20]=[CH:21][CH:22]=1.C(N(CC)CC)C. (5) Given the product [CH3:24][O:23][CH2:22][CH2:21][O:20][C:12]1[CH:11]=[C:6]2[C:5](=[CH:14][C:13]=1[O:15][CH2:16][CH2:17][O:18][CH3:19])[N:4]=[CH:1][NH:3][C:7]2=[O:8], predict the reactants needed to synthesize it. The reactants are: [CH:1]([NH2:3])=O.[NH2:4][C:5]1[CH:14]=[C:13]([O:15][CH2:16][CH2:17][O:18][CH3:19])[C:12]([O:20][CH2:21][CH2:22][O:23][CH3:24])=[CH:11][C:6]=1[C:7](OC)=[O:8]. (6) The reactants are: C(OC(=O)[NH:7][O:8][CH2:9][CH2:10][CH2:11][CH2:12][NH:13][C:14](=[O:29])[CH2:15][O:16][C:17]1[CH:26]=[C:25]2[C:20]([C:21]([CH3:28])=[CH:22][C:23](=[O:27])[O:24]2)=[CH:19][CH:18]=1)(C)(C)C.FC(F)(F)C(O)=O. Given the product [NH2:7][O:8][CH2:9][CH2:10][CH2:11][CH2:12][NH:13][C:14](=[O:29])[CH2:15][O:16][C:17]1[CH:18]=[CH:19][C:20]2[C:21]([CH3:28])=[CH:22][C:23](=[O:27])[O:24][C:25]=2[CH:26]=1, predict the reactants needed to synthesize it. (7) Given the product [C:22]([O:1][C:2]1[CH:3]=[CH:4][C:5]([CH:8]2[CH2:9][CH2:10][C:11](=[O:14])[CH2:12][CH2:13]2)=[CH:6][CH:7]=1)(=[O:24])[CH3:23], predict the reactants needed to synthesize it. The reactants are: [OH:1][C:2]1[CH:7]=[CH:6][C:5]([CH:8]2[CH2:13][CH2:12][C:11](=[O:14])[CH2:10][CH2:9]2)=[CH:4][CH:3]=1.C(N(CC)CC)C.[C:22](Cl)(=[O:24])[CH3:23]. (8) Given the product [Br:55][C:56]1[CH:61]=[C:60]([N:7]2[CH2:11][CH2:10][CH2:9][C:8]2=[O:12])[CH:59]=[N:58][CH:57]=1, predict the reactants needed to synthesize it. The reactants are: C(=O)([O-])[O-].[Cs+].[Cs+].[NH:7]1[CH2:11][CH2:10][CH2:9][C:8]1=[O:12].CC1(C)C2C(=C(P(C3C=CC=CC=3)C3C=CC=CC=3)C=CC=2)OC2C(P(C3C=CC=CC=3)C3C=CC=CC=3)=CC=CC1=2.[Br:55][C:56]1[CH:57]=[N:58][CH:59]=[C:60](Br)[CH:61]=1. (9) Given the product [CH3:3][N:4]1[C:8]([CH2:9][OH:10])=[CH:7][N:6]=[C:5]1[CH3:11], predict the reactants needed to synthesize it. The reactants are: [BH4-].[Na+].[CH3:3][N:4]1[C:8]([CH:9]=[O:10])=[CH:7][N:6]=[C:5]1[CH3:11].